This data is from Peptide-MHC class I binding affinity with 185,985 pairs from IEDB/IMGT. The task is: Regression. Given a peptide amino acid sequence and an MHC pseudo amino acid sequence, predict their binding affinity value. This is MHC class I binding data. (1) The peptide sequence is FVPSDYFPSV. The MHC is HLA-A02:07 with pseudo-sequence HLA-A02:07. The binding affinity (normalized) is 0.497. (2) The peptide sequence is KLLNRVIGY. The MHC is HLA-B38:01 with pseudo-sequence HLA-B38:01. The binding affinity (normalized) is 0.0847. (3) The peptide sequence is LEGLADAIW. The MHC is HLA-A24:03 with pseudo-sequence HLA-A24:03. The binding affinity (normalized) is 0.0847. (4) The peptide sequence is KTLKYSNKI. The MHC is HLA-A32:01 with pseudo-sequence HLA-A32:01. The binding affinity (normalized) is 0.940. (5) The peptide sequence is SLDQGLVGL. The MHC is H-2-Kb with pseudo-sequence H-2-Kb. The binding affinity (normalized) is 0. (6) The peptide sequence is IHAEFQASL. The MHC is HLA-A02:16 with pseudo-sequence HLA-A02:16. The binding affinity (normalized) is 0.0847. (7) The peptide sequence is LLTFWNPPT. The MHC is HLA-A02:03 with pseudo-sequence HLA-A02:03. The binding affinity (normalized) is 0.611. (8) The peptide sequence is NTYLFNILY. The MHC is H-2-Db with pseudo-sequence H-2-Db. The binding affinity (normalized) is 0. (9) The peptide sequence is FVFDRPLPV. The MHC is HLA-A02:02 with pseudo-sequence HLA-A02:02. The binding affinity (normalized) is 1.00.